This data is from Merck oncology drug combination screen with 23,052 pairs across 39 cell lines. The task is: Regression. Given two drug SMILES strings and cell line genomic features, predict the synergy score measuring deviation from expected non-interaction effect. (1) Drug 1: CCc1c2c(nc3ccc(O)cc13)-c1cc3c(c(=O)n1C2)COC(=O)C3(O)CC. Drug 2: Cn1cc(-c2cnn3c(N)c(Br)c(C4CCCNC4)nc23)cn1. Synergy scores: synergy=-6.49. Cell line: UACC62. (2) Drug 1: Nc1ccn(C2OC(CO)C(O)C2(F)F)c(=O)n1. Drug 2: COC1CC2CCC(C)C(O)(O2)C(=O)C(=O)N2CCCCC2C(=O)OC(C(C)CC2CCC(OP(C)(C)=O)C(OC)C2)CC(=O)C(C)C=C(C)C(O)C(OC)C(=O)C(C)CC(C)C=CC=CC=C1C. Cell line: MSTO. Synergy scores: synergy=5.99. (3) Drug 1: O=P1(N(CCCl)CCCl)NCCCO1. Drug 2: NC(=O)c1cccc2cn(-c3ccc(C4CCCNC4)cc3)nc12. Cell line: CAOV3. Synergy scores: synergy=6.33. (4) Drug 1: O=C(CCCCCCC(=O)Nc1ccccc1)NO. Drug 2: CCC1(O)C(=O)OCc2c1cc1n(c2=O)Cc2cc3c(CN(C)C)c(O)ccc3nc2-1. Cell line: OCUBM. Synergy scores: synergy=-2.47. (5) Drug 1: O=C(O)C1(Cc2cccc(Nc3nccs3)n2)CCC(Oc2cccc(Cl)c2F)CC1. Drug 2: O=C(NOCC(O)CO)c1ccc(F)c(F)c1Nc1ccc(I)cc1F. Cell line: SW837. Synergy scores: synergy=17.1. (6) Drug 1: CS(=O)(=O)CCNCc1ccc(-c2ccc3ncnc(Nc4ccc(OCc5cccc(F)c5)c(Cl)c4)c3c2)o1. Drug 2: Cc1nc(Nc2ncc(C(=O)Nc3c(C)cccc3Cl)s2)cc(N2CCN(CCO)CC2)n1. Cell line: VCAP. Synergy scores: synergy=15.7.